From a dataset of Reaction yield outcomes from USPTO patents with 853,638 reactions. Predict the reaction yield, written as a fraction of the theoretical maximum amount of product (1.0 means a 100% yield; for example, 0.34 means a 34% yield). The reactants are [OH-].[K+].OCS([O-])=O.[Na+].[NH2:9][C:10]1[C:11]([F:18])=[CH:12][C:13]([CH3:17])=[C:14]([SH:16])[CH:15]=1.[F:19][C:20]([F:24])([F:23])[CH2:21]I. The catalyst is CN(C=O)C.O. The product is [F:19][C:20]([F:24])([F:23])[CH2:21][S:16][C:14]1[CH:15]=[C:10]([C:11]([F:18])=[CH:12][C:13]=1[CH3:17])[NH2:9]. The yield is 0.990.